From a dataset of KCNQ2 potassium channel screen with 302,405 compounds. Binary Classification. Given a drug SMILES string, predict its activity (active/inactive) in a high-throughput screening assay against a specified biological target. (1) The molecule is O=C1N(C(C=C1Nc1ccccc1)c1cc(OC)c(O)cc1)c1ccccc1. The result is 0 (inactive). (2) The drug is S(=O)(=O)(N1CCNCC1)c1ccc(OC)cc1. The result is 0 (inactive). (3) The molecule is FC(F)(F)c1ccc(n2ncc3c2CC2N(CCc4c2cc(OC)c(OC)c4)C3=O)cc1. The result is 0 (inactive). (4) The compound is s1c2CCCc2c(c1NC(=O)COc1cc(ccc1)C)C#N. The result is 0 (inactive). (5) The drug is S(Cc1[nH]c(N2CCCCC2)nc(=O)c1)c1sc(nn1)C. The result is 0 (inactive).